This data is from Catalyst prediction with 721,799 reactions and 888 catalyst types from USPTO. The task is: Predict which catalyst facilitates the given reaction. (1) Reactant: [NH2:1][C:2]1[CH:10]=[CH:9][CH:8]=[C:7]2[C:3]=1[C:4](=[O:20])[N:5]([CH:12]1[CH2:17][CH2:16][C:15](=[O:18])[NH:14][C:13]1=[O:19])[C:6]2=[O:11].[C:21](Cl)(=[O:24])[CH2:22][CH3:23]. Product: [O:19]=[C:13]1[CH:12]([N:5]2[C:4](=[O:20])[C:3]3[C:7](=[CH:8][CH:9]=[CH:10][C:2]=3[NH:1][C:21](=[O:24])[CH2:22][CH3:23])[C:6]2=[O:11])[CH2:17][CH2:16][C:15](=[O:18])[NH:14]1. The catalyst class is: 1. (2) Reactant: [F:1][C:2]1[CH:7]=[CH:6][C:5]([C:8]([F:11])([F:10])[F:9])=[CH:4][C:3]=1[N:12]=[C:13]=[O:14].C(N(CC)CC)C.[CH3:22][C:23]1([CH3:37])[C:27]([CH3:29])([CH3:28])[O:26][B:25]([C:30]2[CH:36]=[CH:35][C:33]([NH2:34])=[CH:32][CH:31]=2)[O:24]1.CO. Product: [F:1][C:2]1[CH:7]=[CH:6][C:5]([C:8]([F:11])([F:10])[F:9])=[CH:4][C:3]=1[NH:12][C:13]([NH:34][C:33]1[CH:32]=[CH:31][C:30]([B:25]2[O:26][C:27]([CH3:29])([CH3:28])[C:23]([CH3:37])([CH3:22])[O:24]2)=[CH:36][CH:35]=1)=[O:14]. The catalyst class is: 7.